Dataset: Reaction yield outcomes from USPTO patents with 853,638 reactions. Task: Predict the reaction yield, written as a fraction of the theoretical maximum amount of product (1.0 means a 100% yield; for example, 0.34 means a 34% yield). The reactants are Br[C:2]1[C:3]([NH:9][CH2:10][C:11]([O:13][CH2:14][CH3:15])=[O:12])=[N:4][CH:5]=[C:6]([Br:8])[N:7]=1.[O:16]1[CH2:21][CH2:20][CH:19]([CH2:22][CH2:23][NH2:24])[CH2:18][CH2:17]1. The catalyst is CS(C)=O. The product is [Br:8][C:6]1[N:7]=[C:2]([NH:24][CH2:23][CH2:22][CH:19]2[CH2:20][CH2:21][O:16][CH2:17][CH2:18]2)[C:3]([NH:9][CH2:10][C:11]([O:13][CH2:14][CH3:15])=[O:12])=[N:4][CH:5]=1. The yield is 0.440.